From a dataset of Full USPTO retrosynthesis dataset with 1.9M reactions from patents (1976-2016). Predict the reactants needed to synthesize the given product. (1) Given the product [OH:7][C:8]1[CH:9]=[C:10]([N:14]2[C:15]3[C:20](=[CH:19][CH:18]=[CH:17][CH:16]=3)[CH2:21][C:22]3[CH:23]=[CH:24][CH:25]=[CH:26][C:27]2=3)[CH:11]=[CH:12][CH:13]=1, predict the reactants needed to synthesize it. The reactants are: C([O:7][C:8]1[CH:9]=[C:10]([N:14]2[C:27]3[C:22](=[CH:23][CH:24]=[CH:25][CH:26]=3)[CH2:21][C:20]3[CH:19]=[CH:18][CH:17]=[CH:16][C:15]2=3)[CH:11]=[CH:12][CH:13]=1)(=O)C(C)(C)C.[OH-].[Na+]. (2) Given the product [C:11]([O:9][C:8]([C:5]1[N:6]=[CH:7][C:2]([Br:1])=[CH:3][N:4]=1)=[O:10])([CH3:21])([CH3:16])[CH3:12], predict the reactants needed to synthesize it. The reactants are: [Br:1][C:2]1[CH:3]=[N:4][C:5]([C:8]([OH:10])=[O:9])=[N:6][CH:7]=1.[C:11]1([CH3:21])[CH:16]=CC(S(Cl)(=O)=O)=C[CH:12]=1. (3) Given the product [F:1][C:2]1[CH:7]=[C:6]([CH:5]=[CH:4][C:3]=1[O:8][CH3:9])[CH:14]=[O:15], predict the reactants needed to synthesize it. The reactants are: [F:1][C:2]1[CH:7]=[CH:6][CH:5]=[CH:4][C:3]=1[O:8][CH3:9].C(Cl)Cl.C[CH2:14][O:15]CC. (4) The reactants are: [CH3:1][O:2][C:3]1[C:13]2[C:12]([C:14]3[CH:15]=[C:16]([CH:19]=[CH:20][CH:21]=3)[C:17]#[N:18])=[N:11][CH2:10][C:9](=[O:22])[NH:8][C:7]=2[CH:6]=[C:5]([O:23][CH3:24])[C:4]=1[C:25]1[CH:30]=[CH:29][CH:28]=[CH:27][CH:26]=1.CI.Br[CH2:34][CH:35]1[CH2:37][CH2:36]1. Given the product [CH:35]1([CH2:34][N:8]2[C:7]3[CH:6]=[C:5]([O:23][CH3:24])[C:4]([C:25]4[CH:30]=[CH:29][CH:28]=[CH:27][CH:26]=4)=[C:3]([O:2][CH3:1])[C:13]=3[C:12]([C:14]3[CH:15]=[C:16]([CH:19]=[CH:20][CH:21]=3)[C:17]#[N:18])=[N:11][CH2:10][C:9]2=[O:22])[CH2:37][CH2:36]1, predict the reactants needed to synthesize it. (5) The reactants are: [C:1]([OH:10])(=O)[CH2:2][CH2:3][CH2:4][CH2:5][CH2:6][CH2:7][CH3:8].Cl.[NH2:12][CH2:13][NH:14][C:15]([C:17]1[C:21]([CH3:22])=[C:20]([C:23]2[CH:28]=[CH:27][C:26]([Cl:29])=[CH:25][CH:24]=2)[N:19]([C:30]2[CH:35]=[CH:34][C:33]([Cl:36])=[CH:32][C:31]=2[Cl:37])[N:18]=1)=[O:16].CCN=C=NCCCN(C)C.Cl. Given the product [Cl:29][C:26]1[CH:25]=[CH:24][C:23]([C:20]2[N:19]([C:30]3[CH:35]=[CH:34][C:33]([Cl:36])=[CH:32][C:31]=3[Cl:37])[N:18]=[C:17]([C:15]([NH:14][CH2:13][NH:12][C:1](=[O:10])[CH2:2][CH2:3][CH2:4][CH2:5][CH2:6][CH2:7][CH3:8])=[O:16])[C:21]=2[CH3:22])=[CH:28][CH:27]=1, predict the reactants needed to synthesize it. (6) Given the product [F:16][C:15]1[CH:14]=[CH:13][C:5]([O:6][CH2:7][C:8]2[NH:9][CH:10]=[CH:11][N:12]=2)=[CH:4][CH:3]=1, predict the reactants needed to synthesize it. The reactants are: CO[C:3]1[CH:4]=[C:5]([CH:13]=[CH:14][CH:15]=1)[O:6][CH2:7][C:8]1[NH:9][CH:10]=[CH:11][N:12]=1.[F:16]C1C=CC(O)=CC=1. (7) Given the product [CH2:1]([O:3][C:4]([C:6]1[S:10][C:9]([N:11]([C:18]([O:20][C:21]([CH3:24])([CH3:23])[CH3:22])=[O:19])[C:12]2[CH:13]=[CH:14][CH:15]=[CH:16][CH:17]=2)=[N:8][C:7]=1[CH2:25][Br:26])=[O:5])[CH3:2], predict the reactants needed to synthesize it. The reactants are: [CH2:1]([O:3][C:4]([C:6]1[S:10][C:9]([N:11]([C:18]([O:20][C:21]([CH3:24])([CH3:23])[CH3:22])=[O:19])[C:12]2[CH:17]=[CH:16][CH:15]=[CH:14][CH:13]=2)=[N:8][C:7]=1[CH3:25])=[O:5])[CH3:2].[Br:26]N1C(=O)CCC1=O.